From a dataset of Catalyst prediction with 721,799 reactions and 888 catalyst types from USPTO. Predict which catalyst facilitates the given reaction. Reactant: [CH3:1][O-:2].[Na+].Cl[C:5]1[S:6][C:7]([CH:11]2[O:15][CH2:14][CH2:13][O:12]2)=[C:8]([Cl:10])[N:9]=1. Product: [Cl:10][C:8]1[N:9]=[C:5]([O:2][CH3:1])[S:6][C:7]=1[CH:11]1[O:15][CH2:14][CH2:13][O:12]1. The catalyst class is: 5.